From a dataset of Forward reaction prediction with 1.9M reactions from USPTO patents (1976-2016). Predict the product of the given reaction. (1) Given the reactants [OH:1][C:2](=[C:5]1[C:10](=[O:11])[O:9][C:8]([CH3:13])([CH3:12])OC1=O)[CH2:3][CH3:4].[CH3:15]C(O)(C)C, predict the reaction product. The product is: [O:1]=[C:2]([CH2:3][CH3:4])[CH2:5][C:10]([O:9][C:8]([CH3:12])([CH3:13])[CH3:15])=[O:11]. (2) The product is: [CH2:30]([O:37][C:38]([N:40]1[CH2:49][CH2:48][C:47]2[C:42](=[C:43]([C:77]3[CH:78]=[CH:79][C:74]([O:73][CH:71]([C:70]([O:69][CH3:68])=[O:83])[CH3:72])=[CH:75][C:76]=3[O:81][CH3:82])[CH:44]=[CH:45][C:46]=2[F:50])[CH2:41]1)=[O:39])[C:31]1[CH:36]=[CH:35][CH:34]=[CH:33][CH:32]=1. Given the reactants C1(P(C2CCCCC2)C2C=CC=CC=2C2C(OC)=CC=CC=2OC)CCCCC1.[CH2:30]([O:37][C:38]([N:40]1[CH2:49][CH2:48][C:47]2[C:42](=[C:43](B3OC(C)(C)C(C)(C)O3)[CH:44]=[CH:45][C:46]=2[F:50])[CH2:41]1)=[O:39])[C:31]1[CH:36]=[CH:35][CH:34]=[CH:33][CH:32]=1.P([O-])([O-])([O-])=O.[K+].[K+].[K+].[CH3:68][O:69][C:70](=[O:83])[CH:71]([O:73][C:74]1[CH:79]=[CH:78][C:77](Br)=[C:76]([O:81][CH3:82])[CH:75]=1)[CH3:72], predict the reaction product. (3) Given the reactants [NH2:1][C:2]1[C:3]([C:9]([OH:11])=O)=[N:4][C:5]([Br:8])=[CH:6][CH:7]=1.CN(C(O[N:20]1N=N[C:22]2C=CC=N[C:21]1=2)=[N+](C)C)C.F[P-](F)(F)(F)(F)F.CCN(C(C)C)C(C)C.C(N)C, predict the reaction product. The product is: [CH2:21]([NH:20][C:9]([C:3]1[C:2]([NH2:1])=[CH:7][CH:6]=[C:5]([Br:8])[N:4]=1)=[O:11])[CH3:22]. (4) Given the reactants [Cl:1][C:2]1[CH:7]=[CH:6][C:5]([C:8]2[C:12]([C:13]3[CH:18]=[CH:17][N:16]=[C:15]([NH:19][C:20]4[CH:25]=[CH:24][C:23]([CH2:26][N:27]5[CH2:32][CH2:31][N:30]([CH3:33])[CH2:29][CH2:28]5)=[CH:22][CH:21]=4)[N:14]=3)=[CH:11][NH:10][N:9]=2)=[CH:4][CH:3]=1.[CH3:34][N:35]1[CH2:40][CH2:39][CH:38](O)[CH2:37][CH2:36]1, predict the reaction product. The product is: [Cl:1][C:2]1[CH:7]=[CH:6][C:5]([C:8]2[N:9]([CH:38]3[CH2:39][CH2:40][N:35]([CH3:34])[CH2:36][CH2:37]3)[N:10]=[CH:11][C:12]=2[C:13]2[CH:18]=[CH:17][N:16]=[C:15]([NH:19][C:20]3[CH:21]=[CH:22][C:23]([CH2:26][N:27]4[CH2:28][CH2:29][N:30]([CH3:33])[CH2:31][CH2:32]4)=[CH:24][CH:25]=3)[N:14]=2)=[CH:4][CH:3]=1. (5) Given the reactants [F:1][C:2]([F:46])([F:45])[C:3]1[CH:4]=[C:5]([CH:38]=[C:39]([C:41]([F:44])([F:43])[F:42])[CH:40]=1)[CH2:6][N:7]([CH2:15][C:16]1[C:17]([C:27]2[CH:32]=[C:31]([CH:33]([CH3:35])[CH3:34])[CH:30]=[CH:29][C:28]=2[O:36][CH3:37])=[N:18][C:19]2[C:24]([CH:25]=1)=[CH:23][CH:22]=[CH:21][C:20]=2[CH3:26])[C:8]1[N:13]=[CH:12][C:11]([OH:14])=[CH:10][N:9]=1.[CH3:47][S:48][CH2:49][CH2:50]O.C1(P(C2C=CC=CC=2)C2C=CC=CC=2)C=CC=CC=1.N(C(OCC)=O)=NC(OCC)=O.C1(C)C=CC=CC=1, predict the reaction product. The product is: [F:46][C:2]([F:1])([F:45])[C:3]1[CH:4]=[C:5]([CH:38]=[C:39]([C:41]([F:43])([F:44])[F:42])[CH:40]=1)[CH2:6][N:7]([CH2:15][C:16]1[C:17]([C:27]2[CH:32]=[C:31]([CH:33]([CH3:34])[CH3:35])[CH:30]=[CH:29][C:28]=2[O:36][CH3:37])=[N:18][C:19]2[C:24]([CH:25]=1)=[CH:23][CH:22]=[CH:21][C:20]=2[CH3:26])[C:8]1[N:9]=[CH:10][C:11]([O:14][CH2:50][CH2:49][S:48][CH3:47])=[CH:12][N:13]=1.